The task is: Predict the reactants needed to synthesize the given product.. This data is from Full USPTO retrosynthesis dataset with 1.9M reactions from patents (1976-2016). Given the product [CH2:33]([O:32][C:26]1[CH:25]=[C:24]2[C:29](=[CH:28][C:27]=1[O:30][CH3:31])[CH:19](/[CH:18]=[CH:17]/[C:12]1[CH:11]=[C:10]([O:40][CH3:41])[C:9]([O:8][CH2:1][C:2]3[CH:7]=[CH:6][CH:5]=[CH:4][CH:3]=3)=[C:14]([O:15][CH3:16])[CH:13]=1)[NH:21][CH2:22][CH2:23]2)[C:34]1[CH:35]=[CH:36][CH:37]=[CH:38][CH:39]=1, predict the reactants needed to synthesize it. The reactants are: [CH2:1]([O:8][C:9]1[C:14]([O:15][CH3:16])=[CH:13][C:12](/[CH:17]=[CH:18]/[C:19]([NH:21][CH2:22][CH2:23][C:24]2[CH:29]=[CH:28][C:27]([O:30][CH3:31])=[C:26]([O:32][CH2:33][C:34]3[CH:39]=[CH:38][CH:37]=[CH:36][CH:35]=3)[CH:25]=2)=O)=[CH:11][C:10]=1[O:40][CH3:41])[C:2]1[CH:7]=[CH:6][CH:5]=[CH:4][CH:3]=1.O=P(Cl)(Cl)Cl.[BH4-].[Na+].